Task: Predict which catalyst facilitates the given reaction.. Dataset: Catalyst prediction with 721,799 reactions and 888 catalyst types from USPTO Reactant: [Cl:1][C:2]1[CH:7]=[CH:6][CH:5]=[CH:4][C:3]=1[C:8]1[C:16]2[C:11](=[CH:12][C:13]([C:17]([O:19]C)=[O:18])=[CH:14][CH:15]=2)[N:10]([CH:21]([CH3:23])[CH3:22])[N:9]=1.[OH-].[Na+].Cl. Product: [Cl:1][C:2]1[CH:7]=[CH:6][CH:5]=[CH:4][C:3]=1[C:8]1[C:16]2[C:11](=[CH:12][C:13]([C:17]([OH:19])=[O:18])=[CH:14][CH:15]=2)[N:10]([CH:21]([CH3:23])[CH3:22])[N:9]=1. The catalyst class is: 111.